From a dataset of Catalyst prediction with 721,799 reactions and 888 catalyst types from USPTO. Predict which catalyst facilitates the given reaction. (1) Reactant: [CH2:1]([O:3][C:4]([C:6]1[C:15](=[O:16])[C:14]2[C:9](=[CH:10][CH:11]=[C:12]([O:19][C:20]3[CH:25]=[CH:24][C:23]([NH:26][C:27](=[O:29])[CH3:28])=[CH:22][CH:21]=3)[C:13]=2[CH2:17]Cl)[N:8]([CH2:30][C:31]2[CH:36]=[CH:35][CH:34]=[CH:33][C:32]=2[C:37]([F:40])([F:39])[F:38])[CH:7]=1)=[O:5])[CH3:2].C(N(CC)C(C)C)(C)C.[CH2:50]([NH:57][CH3:58])[C:51]1[CH:56]=[CH:55][CH:54]=[CH:53][CH:52]=1.C(=O)(O)[O-].[Na+]. Product: [CH2:1]([O:3][C:4]([C:6]1[C:15](=[O:16])[C:14]2[C:9](=[CH:10][CH:11]=[C:12]([O:19][C:20]3[CH:25]=[CH:24][C:23]([NH:26][C:27](=[O:29])[CH3:28])=[CH:22][CH:21]=3)[C:13]=2[CH2:17][N:57]([CH2:50][C:51]2[CH:56]=[CH:55][CH:54]=[CH:53][CH:52]=2)[CH3:58])[N:8]([CH2:30][C:31]2[CH:36]=[CH:35][CH:34]=[CH:33][C:32]=2[C:37]([F:40])([F:39])[F:38])[CH:7]=1)=[O:5])[CH3:2]. The catalyst class is: 3. (2) Product: [CH3:1][C@@H:2]1[N:7]([C:8]([O:10][CH2:11][C:12]2[CH:17]=[CH:16][CH:15]=[CH:14][CH:13]=2)=[O:9])[CH2:6][C@H:5]([C:18]([OH:20])=[O:19])[CH2:4][CH2:3]1. Reactant: [CH3:1][C@@H:2]1[N:7]([C:8]([O:10][CH2:11][C:12]2[CH:17]=[CH:16][CH:15]=[CH:14][CH:13]=2)=[O:9])[CH2:6][C@H:5]([C:18]([O:20]C)=[O:19])[CH2:4][CH2:3]1.O[Li].O.O.CO. The catalyst class is: 1. (3) Reactant: O.[OH-].[Li+].C[O:5][C:6](=[O:34])[CH2:7][C:8]1[C:17]([CH3:18])=[C:16]([C:19]2[CH:24]=[CH:23][C:22]([S:25](=[O:32])(=[O:31])[N:26]([CH2:29][CH3:30])[CH2:27][CH3:28])=[CH:21][CH:20]=2)[C:15]2[C:10](=[CH:11][CH:12]=[C:13]([Cl:33])[CH:14]=2)[CH:9]=1.C1COCC1.O. Product: [Cl:33][C:13]1[CH:14]=[C:15]2[C:10](=[CH:11][CH:12]=1)[CH:9]=[C:8]([CH2:7][C:6]([OH:34])=[O:5])[C:17]([CH3:18])=[C:16]2[C:19]1[CH:24]=[CH:23][C:22]([S:25](=[O:31])(=[O:32])[N:26]([CH2:29][CH3:30])[CH2:27][CH3:28])=[CH:21][CH:20]=1. The catalyst class is: 81.